Predict the reactants needed to synthesize the given product. From a dataset of Full USPTO retrosynthesis dataset with 1.9M reactions from patents (1976-2016). Given the product [CH3:1][C:2]1([CH3:27])[CH2:11][CH2:10][C:9]([CH3:12])([CH3:13])[C:8]2[CH:7]=[C:6]([C:14]3[N:19]=[C:18]([N:20]4[CH2:25][CH2:24][CH2:23][CH:22]([NH:26][CH2:35][CH2:34][CH2:33][CH2:32][O:31][C:28](=[O:30])[CH3:29])[CH2:21]4)[CH:17]=[CH:16][CH:15]=3)[CH:5]=[CH:4][C:3]1=2, predict the reactants needed to synthesize it. The reactants are: [CH3:1][C:2]1([CH3:27])[CH2:11][CH2:10][C:9]([CH3:13])([CH3:12])[C:8]2[CH:7]=[C:6]([C:14]3[N:19]=[C:18]([N:20]4[CH2:25][CH2:24][CH2:23][CH:22]([NH2:26])[CH2:21]4)[CH:17]=[CH:16][CH:15]=3)[CH:5]=[CH:4][C:3]1=2.[C:28]([O:31][CH2:32][CH2:33][CH2:34][CH2:35]Br)(=[O:30])[CH3:29].C(=O)([O-])[O-].[K+].[K+].